From a dataset of Full USPTO retrosynthesis dataset with 1.9M reactions from patents (1976-2016). Predict the reactants needed to synthesize the given product. (1) Given the product [Br:8][C:5]1[CH:6]=[CH:7][C:2]([CH2:16][OH:17])=[N:3][CH:4]=1, predict the reactants needed to synthesize it. The reactants are: Br[C:2]1[CH:7]=[CH:6][C:5]([Br:8])=[CH:4][N:3]=1.C([Li])CCC.CN(C)[CH:16]=[O:17].[BH4-].[Na+]. (2) Given the product [CH3:2][NH:3][C:36]([C:16]1[C:17]([N+:18]([O-:20])=[O:19])=[CH:13][N:14]([CH2:21][CH2:22][O:23][CH3:24])[N:15]=1)=[O:31], predict the reactants needed to synthesize it. The reactants are: Cl.[CH3:2][NH2:3].C[Al](C)C.C(OC([C:13]1[N:14]([CH2:21][CH2:22][O:23][CH3:24])[N:15]=[CH:16][C:17]=1[N+:18]([O-:20])=[O:19])=O)C.[O-]S([O-])(=O)=O.[Mg+2].[O:31]1[CH2:36]COCC1. (3) Given the product [Br:20][CH2:14][C:13]1[N:9]([C:3]2[C:2]([Cl:1])=[CH:7][CH:6]=[CH:5][C:4]=2[Cl:8])[N:10]=[CH:11][C:12]=1[CH:16]([CH3:18])[CH3:17], predict the reactants needed to synthesize it. The reactants are: [Cl:1][C:2]1[CH:7]=[CH:6][CH:5]=[C:4]([Cl:8])[C:3]=1[N:9]1[C:13]([CH2:14]O)=[C:12]([CH:16]([CH3:18])[CH3:17])[CH:11]=[N:10]1.P(Br)(Br)[Br:20]. (4) The reactants are: Cl.[N:2]1[CH:7]=[CH:6][CH:5]=[CH:4][C:3]=1[N:8]([CH2:32][CH2:33][C:34]([O:36][CH2:37][CH3:38])=[O:35])[C:9]([C:11]1[CH:31]=[CH:30][C:14]2[N:15]([CH3:29])[C:16]([CH2:18][NH:19][C:20]3[CH:25]=[CH:24][C:23]([C:26](=[NH:28])[NH2:27])=[CH:22][CH:21]=3)=[N:17][C:13]=2[CH:12]=1)=[O:10].Cl[C:40]([O:42][CH2:43][CH2:44][CH2:45][CH2:46][CH2:47][CH2:48][CH2:49][CH3:50])=[O:41]. Given the product [N:2]1[CH:7]=[CH:6][CH:5]=[CH:4][C:3]=1[N:8]([CH2:32][CH2:33][C:34]([O:36][CH2:37][CH3:38])=[O:35])[C:9]([C:11]1[CH:31]=[CH:30][C:14]2[N:15]([CH3:29])[C:16]([CH2:18][NH:19][C:20]3[CH:25]=[CH:24][C:23]([C:26](=[NH:27])[NH:28][C:40]([O:42][CH2:43][CH2:44][CH2:45][CH2:46][CH2:47][CH2:48][CH2:49][CH3:50])=[O:41])=[CH:22][CH:21]=3)=[N:17][C:13]=2[CH:12]=1)=[O:10], predict the reactants needed to synthesize it. (5) Given the product [F:17][C:14]1[CH:15]=[CH:16][C:11]([C:8]2[N:6]3[CH:7]=[C:2]([C:26]4[N:30]([C:31]5[CH:36]=[CH:35][C:34]([CH3:37])=[CH:33][CH:32]=5)[N:29]=[CH:28][CH:27]=4)[CH:3]=[CH:4][C:5]3=[N:10][CH:9]=2)=[CH:12][CH:13]=1, predict the reactants needed to synthesize it. The reactants are: Br[C:2]1[CH:3]=[CH:4][C:5]2[N:6]([C:8]([C:11]3[CH:16]=[CH:15][C:14]([F:17])=[CH:13][CH:12]=3)=[CH:9][N:10]=2)[CH:7]=1.CC1(C)C(C)(C)OB([C:26]2[N:30]([C:31]3[CH:36]=[CH:35][C:34]([CH3:37])=[CH:33][CH:32]=3)[N:29]=[CH:28][CH:27]=2)O1. (6) The reactants are: [CH:1]([Mg]Cl)([CH3:3])[CH3:2].[Cl:6][C:7]1[CH:12]=[CH:11][C:10](I)=[CH:9][N:8]=1.[Cl-:14].[Na+].[OH2:16]. Given the product [Cl:14][C:2]1[CH:12]=[CH:11][CH:10]=[CH:9][C:1]=1[CH:3]([C:10]1[CH:11]=[CH:12][C:7]([Cl:6])=[N:8][CH:9]=1)[OH:16], predict the reactants needed to synthesize it.